Dataset: Reaction yield outcomes from USPTO patents with 853,638 reactions. Task: Predict the reaction yield, written as a fraction of the theoretical maximum amount of product (1.0 means a 100% yield; for example, 0.34 means a 34% yield). (1) The reactants are [CH3:1][C:2]1[CH:7]=[CH:6][N:5]=[CH:4][C:3]=1[N:8]1[CH2:12][CH2:11][NH:10][C:9]1=[O:13].Br[C:15]1[CH:20]=[CH:19][C:18]([F:21])=[C:17]([F:22])[CH:16]=1.N[C@@H]1CCCC[C@H]1N.C(=O)([O-])[O-].[K+].[K+]. The catalyst is [Cu](I)I.O1CCOCC1. The product is [F:21][C:18]1[CH:19]=[C:20]([N:10]2[CH2:11][CH2:12][N:8]([C:3]3[CH:4]=[N:5][CH:6]=[CH:7][C:2]=3[CH3:1])[C:9]2=[O:13])[CH:15]=[CH:16][C:17]=1[F:22]. The yield is 0.840. (2) The reactants are Cl[C:2]1[C:3]([NH:12][S:13]([C:16]2[CH:21]=[CH:20][CH:19]=[C:18]([N+:22]([O-:24])=[O:23])[CH:17]=2)(=[O:15])=[O:14])=[N:4][C:5]2[C:10]([N:11]=1)=[CH:9][CH:8]=[CH:7][CH:6]=2.[CH3:25][O:26][C:27]1[CH:28]=[C:29]([CH:31]=[C:32]([N+:34]([O-:36])=[O:35])[CH:33]=1)[NH2:30].CC1C=CC(C)=CC=1. The catalyst is C(Cl)Cl. The product is [CH3:25][O:26][C:27]1[CH:28]=[C:29]([NH:30][C:2]2[C:3]([NH:12][S:13]([C:16]3[CH:21]=[CH:20][CH:19]=[C:18]([N+:22]([O-:24])=[O:23])[CH:17]=3)(=[O:15])=[O:14])=[N:4][C:5]3[C:10]([N:11]=2)=[CH:9][CH:8]=[CH:7][CH:6]=3)[CH:31]=[C:32]([N+:34]([O-:36])=[O:35])[CH:33]=1. The yield is 0.420. (3) The reactants are [OH:1][C@H:2]([C:7]1[CH:12]=[CH:11][CH:10]=[CH:9][C:8]=1[Cl:13])[C:3]([O:5][CH3:6])=[O:4].C(N(CC)CC)C.[N+:21]([C:24]1[CH:29]=[CH:28][C:27]([S:30](Cl)(=[O:32])=[O:31])=[CH:26][CH:25]=1)([O-:23])=[O:22].Cl. The catalyst is CN(C)C1C=CN=CC=1.ClCCl. The product is [N+:21]([C:24]1[CH:25]=[CH:26][C:27]([S:30]([O:1][C@H:2]([C:7]2[CH:12]=[CH:11][CH:10]=[CH:9][C:8]=2[Cl:13])[C:3]([O:5][CH3:6])=[O:4])(=[O:32])=[O:31])=[CH:28][CH:29]=1)([O-:23])=[O:22]. The yield is 0.980. (4) The reactants are [CH3:1][N:2]1[CH2:6][CH2:5][CH2:4][C@@H:3]1[CH2:7][C:8]1[C:16]2[C:11](=[CH:12][CH:13]=[C:14]([CH2:17][CH2:18][S:19]([C:22]3[CH:27]=[CH:26][CH:25]=[CH:24][CH:23]=3)(=[O:21])=[O:20])[CH:15]=2)[NH:10][CH:9]=1.[BrH:28]. The catalyst is CC(C)=O. The product is [BrH:28].[CH3:1][N:2]1[CH2:6][CH2:5][CH2:4][C@@H:3]1[CH2:7][C:8]1[C:16]2[C:11](=[CH:12][CH:13]=[C:14]([CH2:17][CH2:18][S:19]([C:22]3[CH:27]=[CH:26][CH:25]=[CH:24][CH:23]=3)(=[O:20])=[O:21])[CH:15]=2)[NH:10][CH:9]=1. The yield is 0.730. (5) The reactants are Cl.Cl.[N:3]1[CH:8]=[CH:7][CH:6]=[N:5][C:4]=1[C:9]1[CH:10]=[C:11]2[C:15](=[CH:16][CH:17]=1)[C@H:14]([N:18]1[CH2:21][C:20]3([CH2:26][CH2:25][NH:24][CH2:23][CH2:22]3)[CH2:19]1)[CH2:13][CH2:12]2.[CH3:27][O:28][C:29]1[CH:34]=[CH:33][C:32]([CH2:35][C:36](O)=[O:37])=[CH:31][CH:30]=1.CN(C(ON1N=NC2C=CC=CC1=2)=[N+](C)C)C.F[P-](F)(F)(F)(F)F.C(N(CC)CC)C. The catalyst is CN(C=O)C.C(OCC)C. The product is [CH3:27][O:28][C:29]1[CH:34]=[CH:33][C:32]([CH2:35][C:36]([N:24]2[CH2:23][CH2:22][C:20]3([CH2:19][N:18]([C@H:14]4[C:15]5[C:11](=[CH:10][C:9]([C:4]6[N:5]=[CH:6][CH:7]=[CH:8][N:3]=6)=[CH:17][CH:16]=5)[CH2:12][CH2:13]4)[CH2:21]3)[CH2:26][CH2:25]2)=[O:37])=[CH:31][CH:30]=1. The yield is 0.820. (6) The reactants are BrC1C=CC2N(C=C(C3C(C4C=CC=CC=4)=NOC=3C)N=2)C=1.[CH3:23][C:24]1[O:28][N:27]=[C:26]([C:29]2[CH:34]=[CH:33][CH:32]=[CH:31][CH:30]=2)[C:25]=1[C:35]1[N:36]=[C:37]2[CH:42]=[CH:41][C:40]([C:43]#[C:44][Si](C)(C)C)=[CH:39][N:38]2[CH:49]=1. No catalyst specified. The product is [C:43]([C:40]1[CH:41]=[CH:42][C:37]2[N:38]([CH:49]=[C:35]([C:25]3[C:26]([C:29]4[CH:34]=[CH:33][CH:32]=[CH:31][CH:30]=4)=[N:27][O:28][C:24]=3[CH3:23])[N:36]=2)[CH:39]=1)#[CH:44]. The yield is 0.690. (7) The reactants are Br[C:2]1[CH:3]=[C:4]2[C:9](=[CH:10][CH:11]=1)[N:8]([C:12]1[C:16]3[CH2:17][N:18]([C:21](=[O:23])[CH3:22])[CH2:19][CH2:20][C:15]=3[N:14]([CH:24]3[CH2:27][O:26][CH2:25]3)[N:13]=1)[CH2:7][CH2:6][CH2:5]2.C([O-])([O-])=O.[Na+].[Na+].[CH3:34][C:35]1([CH3:51])[C:39]([CH3:41])([CH3:40])[O:38][B:37]([B:37]2[O:38][C:39]([CH3:41])([CH3:40])[C:35]([CH3:51])([CH3:34])[O:36]2)[O:36]1.ClCCl. The catalyst is CN(C=O)C.C1C=CC(P(C2C=CC=CC=2)[C-]2C=CC=C2)=CC=1.C1C=CC(P(C2C=CC=CC=2)[C-]2C=CC=C2)=CC=1.Cl[Pd]Cl.[Fe+2]. The product is [O:26]1[CH2:25][CH:24]([N:14]2[C:15]3[CH2:20][CH2:19][N:18]([C:21](=[O:23])[CH3:22])[CH2:17][C:16]=3[C:12]([N:8]3[C:9]4[C:4](=[CH:3][C:2]([B:37]5[O:38][C:39]([CH3:41])([CH3:40])[C:35]([CH3:51])([CH3:34])[O:36]5)=[CH:11][CH:10]=4)[CH2:5][CH2:6][CH2:7]3)=[N:13]2)[CH2:27]1. The yield is 0.270. (8) The reactants are [NH2:1][C:2]1[NH:3][C:4]2[CH:10]=[CH:9][CH:8]=[CH:7][C:5]=2[N:6]=1.[H-].[Na+].[CH3:13][O:14][C:15](=[O:49])[C:16]1[CH:21]=[CH:20][CH:19]=[C:18]([CH2:22][N:23]2[C:28](=[O:29])[CH:27]=[CH:26][C:25]([C:30]3[CH:35]=[CH:34][CH:33]=[C:32]([CH2:36][CH2:37]OS(C4C=CC(C)=CC=4)(=O)=O)[CH:31]=3)=[N:24]2)[CH:17]=1.O. The catalyst is CN(C=O)C. The product is [CH3:13][O:14][C:15](=[O:49])[C:16]1[CH:21]=[CH:20][CH:19]=[C:18]([CH2:22][N:23]2[C:28](=[O:29])[CH:27]=[CH:26][C:25]([C:30]3[CH:35]=[CH:34][CH:33]=[C:32]([CH2:36][CH2:37][N:3]4[C:4]5[CH:10]=[CH:9][CH:8]=[CH:7][C:5]=5[N:6]=[C:2]4[NH2:1])[CH:31]=3)=[N:24]2)[CH:17]=1. The yield is 0.410.